This data is from Forward reaction prediction with 1.9M reactions from USPTO patents (1976-2016). The task is: Predict the product of the given reaction. (1) Given the reactants [NH:1]1[CH:5]=[C:4]([NH2:6])[CH:3]=[N:2]1.Cl.CN(C)CCCN=C=NCC.O.ON1C2C=CC=CC=2N=N1.C(N(CC)CC)C.[CH3:37][C:38]([O:41][C:42]([N:44]1[CH2:53][CH2:52][C:51]2[C:46](=[CH:47][CH:48]=[C:49]([C:54](O)=[O:55])[CH:50]=2)[CH2:45]1)=[O:43])([CH3:40])[CH3:39].[OH-].[K+], predict the reaction product. The product is: [NH:1]1[CH:5]=[C:4]([NH:6][C:54]([C:49]2[CH:50]=[C:51]3[C:46](=[CH:47][CH:48]=2)[CH2:45][N:44]([C:42]([O:41][C:38]([CH3:40])([CH3:39])[CH3:37])=[O:43])[CH2:53][CH2:52]3)=[O:55])[CH:3]=[N:2]1. (2) Given the reactants [C:1]([O:5][C:6]([NH:8][CH:9]1[CH2:13][CH2:12][NH:11][CH2:10]1)=[O:7])([CH3:4])([CH3:3])[CH3:2].C(N(CC)CC)C.[F:21][C:22]1[CH:27]=[C:26]([F:28])[C:25]([F:29])=[CH:24][C:23]=1[N:30]1[C:39]2[C:34](=[CH:35][C:36]([F:41])=[C:37](F)[CH:38]=2)[C:33](=[O:42])[N:32]([O:43][CH2:44][C:45]2[CH:50]=[CH:49][CH:48]=[CH:47][CH:46]=2)[C:31]1=[O:51], predict the reaction product. The product is: [F:21][C:22]1[CH:27]=[C:26]([F:28])[C:25]([F:29])=[CH:24][C:23]=1[N:30]1[C:39]2[C:34](=[CH:35][C:36]([F:41])=[C:37]([N:11]3[CH2:12][CH2:13][CH:9]([NH:8][C:6]([O:5][C:1]([CH3:4])([CH3:2])[CH3:3])=[O:7])[CH2:10]3)[CH:38]=2)[C:33](=[O:42])[N:32]([O:43][CH2:44][C:45]2[CH:50]=[CH:49][CH:48]=[CH:47][CH:46]=2)[C:31]1=[O:51].